This data is from Reaction yield outcomes from USPTO patents with 853,638 reactions. The task is: Predict the reaction yield, written as a fraction of the theoretical maximum amount of product (1.0 means a 100% yield; for example, 0.34 means a 34% yield). (1) The reactants are [C:1]([O:5][C:6]([N:8]1[C:16]2[C:11](=[CH:12][C:13]([N+:17]([O-])=O)=[CH:14][CH:15]=2)[CH:10]=[N:9]1)=[O:7])([CH3:4])([CH3:3])[CH3:2]. The catalyst is [Pd].CCO.CCOC(C)=O.C(Cl)Cl. The product is [C:1]([O:5][C:6]([N:8]1[C:16]2[C:11](=[CH:12][C:13]([NH2:17])=[CH:14][CH:15]=2)[CH:10]=[N:9]1)=[O:7])([CH3:4])([CH3:2])[CH3:3]. The yield is 0.950. (2) The reactants are B1(B2OC(C)(C)C(C)(C)O2)OC(C)(C)C(C)(C)O1.C([O-])(=O)C.[K+].[Cl:24]CCl.[CH2:27]([N:34]1[CH2:39][CH2:38][CH:37]=[C:36](OS(C(F)(F)F)(=O)=O)[CH2:35]1)[C:28]1[CH:33]=[CH:32][CH:31]=[CH:30][CH:29]=1.B([O-])[O-].C(=O)([O-])[O-].[K+].[K+].I[C:58]1[CH:73]=[CH:72][C:61]([O:62][C:63]2[CH:71]=[CH:70][C:66]([C:67]([NH2:69])=[O:68])=[CH:65][N:64]=2)=[CH:60][CH:59]=1. The catalyst is O1CCOCC1.CN(C)C=O.O.C1(P(C2C=CC=CC=2)[C-]2C=CC=C2)C=CC=CC=1.[C-]1(P(C2C=CC=CC=2)C2C=CC=CC=2)C=CC=C1.[Fe+2]. The product is [ClH:24].[CH2:27]([N:34]1[CH2:39][CH2:38][CH:37]=[C:36]([C:58]2[CH:73]=[CH:72][C:61]([O:62][C:63]3[CH:71]=[CH:70][C:66]([C:67]([NH2:69])=[O:68])=[CH:65][N:64]=3)=[CH:60][CH:59]=2)[CH2:35]1)[C:28]1[CH:33]=[CH:32][CH:31]=[CH:30][CH:29]=1. The yield is 0.290. (3) The reactants are [ClH:1].[N:2]1([CH2:8][CH2:9][N:10]2[CH2:15][C:14]3[CH:16]=[C:17](/[CH:20]=[CH:21]/[C:22]([OH:24])=O)[CH:18]=[N:19][C:13]=3[NH:12][C:11]2=[O:25])[CH2:7][CH2:6][O:5][CH2:4][CH2:3]1.Cl.CN1CC2C=C(/C=C/C(O)=O)C=NC=2NC(=O)C1.[CH2:45]1[C:55]2=[C:56]3[C:51](=[CH:52][CH:53]=[CH:54]2)[C:50]([CH2:57][NH:58][CH3:59])=[CH:49][CH:48]=[C:47]3[CH2:46]1.CNCC1C=CC2C(=CC=CC=2)C=1CCC. No catalyst specified. The product is [ClH:1].[CH2:45]1[C:55]2=[C:56]3[C:51](=[CH:52][CH:53]=[CH:54]2)[C:50]([CH2:57][N:58]([CH3:59])[C:22](=[O:24])/[CH:21]=[CH:20]/[C:17]2[CH:18]=[N:19][C:13]4[NH:12][C:11](=[O:25])[N:10]([CH2:9][CH2:8][N:2]5[CH2:7][CH2:6][O:5][CH2:4][CH2:3]5)[CH2:15][C:14]=4[CH:16]=2)=[CH:49][CH:48]=[C:47]3[CH2:46]1. The yield is 0.430. (4) The reactants are [NH2:1][C:2]1[CH:7]=[CH:6][CH:5]=[CH:4][CH:3]=1.[OH:8][P:9]=[O:10]. The catalyst is CC(C)=O. The product is [PH2:9]([O-:10])=[O:8].[NH3+:1][C:2]1[CH:7]=[CH:6][CH:5]=[CH:4][CH:3]=1. The yield is 0.430. (5) The reactants are [Br-:1].[Br-].[Br-].C([N+](CCCC)(CCCC)CCCC)CCC.C([N+](CCCC)(CCCC)CCCC)CCC.C([N+](CCCC)(CCCC)CCCC)CCC.[C:55]([C:59]1[CH:64]=[CH:63][CH:62]=[CH:61][C:60]=1O)([CH3:58])([CH3:57])[CH3:56].C[OH:67]. The catalyst is C(Cl)Cl. The product is [Br:1][C:62]1[CH:63]=[CH:64][C:59]([C:55]([CH3:58])([CH3:57])[CH3:56])=[CH:60][C:61]=1[OH:67]. The yield is 1.00. (6) The reactants are [CH3:1][O:2][C:3](=[O:17])[CH2:4][C:5]1[CH:14]=[C:13]([OH:15])[C:12]2[C:7](=[CH:8][CH:9]=[C:10]([F:16])[CH:11]=2)[CH:6]=1.[I:18]N1C(=O)CCC1=O. The catalyst is C(Cl)(Cl)Cl.S(=O)(=O)(O)[O-].[Na+]. The product is [CH3:1][O:2][C:3](=[O:17])[CH2:4][C:5]1[C:14]([I:18])=[C:13]([OH:15])[C:12]2[C:7](=[CH:8][CH:9]=[C:10]([F:16])[CH:11]=2)[CH:6]=1. The yield is 0.540.